Task: Predict the product of the given reaction.. Dataset: Forward reaction prediction with 1.9M reactions from USPTO patents (1976-2016) (1) Given the reactants [NH2:1][C:2]1[C:7]([CH2:8][C:9]2[CH:14]=[CH:13][CH:12]=[CH:11][CH:10]=2)=[CH:6][N:5]=[C:4]([S:15][CH2:16][C:17]([OH:19])=[O:18])[N:3]=1.[CH:20]1(N=C=NC2CCCCC2)[CH2:25]CCC[CH2:21]1.C(O)C=C.CC#N, predict the reaction product. The product is: [CH2:25]([O:18][C:17](=[O:19])[CH2:16][S:15][C:4]1[N:3]=[C:2]([NH2:1])[C:7]([CH2:8][C:9]2[CH:14]=[CH:13][CH:12]=[CH:11][CH:10]=2)=[CH:6][N:5]=1)[CH:20]=[CH2:21]. (2) The product is: [C:1]([O:5][C:6](=[O:12])[C:7]([C:10]#[N:11])([CH3:13])[CH2:8][CH3:9])([CH3:2])([CH3:3])[CH3:4]. Given the reactants [C:1]([O:5][C:6](=[O:12])[CH:7]([C:10]#[N:11])[CH2:8][CH3:9])([CH3:4])([CH3:3])[CH3:2].[CH2:13]1CCN2C(=NCCC2)CC1.IC.O, predict the reaction product. (3) Given the reactants [C:1]([OH:9])(=O)[C:2]1[CH:7]=[CH:6][CH:5]=[CH:4][CH:3]=1.C(N1C=CN=C1)(N1C=CN=C1)=O.[CH3:22][C:23]1[C:31]2[C:30]([CH2:32][N:33]3[C:37]4[CH:38]=[CH:39][CH:40]=[CH:41][C:36]=4[N:35]([CH2:42][CH2:43][S:44]([NH2:47])(=[O:46])=[O:45])[C:34]3=[O:48])=[CH:29][S:28][C:27]=2[CH:26]=[CH:25][CH:24]=1.N12CCCN=C1CCCCC2.Cl, predict the reaction product. The product is: [C:1]([NH:47][S:44]([CH2:43][CH2:42][N:35]1[C:36]2[CH:41]=[CH:40][CH:39]=[CH:38][C:37]=2[N:33]([CH2:32][C:30]2[C:31]3[C:23]([CH3:22])=[CH:24][CH:25]=[CH:26][C:27]=3[S:28][CH:29]=2)[C:34]1=[O:48])(=[O:46])=[O:45])(=[O:9])[C:2]1[CH:3]=[CH:4][CH:5]=[CH:6][CH:7]=1. (4) Given the reactants [C:1]([O:5][C:6]([N:8]1[CH2:13][CH2:12][CH2:11][CH2:10][CH:9]1[C:14]([OH:16])=O)=[O:7])([CH3:4])([CH3:3])[CH3:2].Cl.[CH3:18][NH:19][O:20][CH3:21].C(N(CC)CC)C.F[P-](F)(F)(F)(F)F.N1(O[P+](N(C)C)(N(C)C)N(C)C)C2C=CC=CC=2N=N1.Cl, predict the reaction product. The product is: [C:1]([O:5][C:6]([N:8]1[CH2:13][CH2:12][CH2:11][CH2:10][CH:9]1[C:14](=[O:16])[N:19]([O:20][CH3:21])[CH3:18])=[O:7])([CH3:2])([CH3:3])[CH3:4]. (5) The product is: [OH:39][C:36]1[CH:37]=[CH:38][C:33]([CH2:32][CH2:31][NH:30][C:23]2[N:22]=[C:21]([C:17]3[CH:16]=[C:15]([CH:20]=[CH:19][CH:18]=3)[CH2:14][N:11]3[CH2:12][CH2:13][NH:8][CH2:9][CH:10]3[C:28]#[N:29])[CH:26]=[CH:25][N:24]=2)=[CH:34][CH:35]=1. Given the reactants C(OC([N:8]1[CH2:13][CH2:12][N:11]([CH2:14][C:15]2[CH:20]=[CH:19][CH:18]=[C:17]([C:21]3[CH:26]=[CH:25][N:24]=[C:23](Cl)[N:22]=3)[CH:16]=2)[CH:10]([C:28]#[N:29])[CH2:9]1)=O)(C)(C)C.[NH2:30][CH2:31][CH2:32][C:33]1[CH:38]=[CH:37][C:36]([OH:39])=[CH:35][CH:34]=1, predict the reaction product. (6) Given the reactants F[C:2]1[CH:9]=[C:8]([F:10])[CH:7]=[CH:6][C:3]=1[CH:4]=O.Cl.[CH3:12][CH:13]1[CH2:18][O:17][CH2:16][CH2:15][NH:14]1.[CH2:19]1[CH:23]2[CH2:24][NH:25][CH2:26][CH:22]2[CH2:21][N:20]1[C:27]([O:29]C(C)(C)C)=[O:28].[CH2:34]1[C:39](=[O:40])[N:38](OC(O[N:38]2[C:39](=[O:40])[CH2:34][CH2:35][C:36]2=[O:37])=O)[C:36](=[O:37])[CH2:35]1, predict the reaction product. The product is: [F:10][C:8]1[CH:7]=[CH:6][C:3]([CH2:4][N:25]2[CH2:26][CH:22]3[CH2:21][N:20]([C:27]([O:29][N:38]4[C:39](=[O:40])[CH2:34][CH2:35][C:36]4=[O:37])=[O:28])[CH2:19][CH:23]3[CH2:24]2)=[C:2]([N:14]2[CH2:15][CH2:16][O:17][CH2:18][CH:13]2[CH3:12])[CH:9]=1.